This data is from Reaction yield outcomes from USPTO patents with 853,638 reactions. The task is: Predict the reaction yield, written as a fraction of the theoretical maximum amount of product (1.0 means a 100% yield; for example, 0.34 means a 34% yield). (1) The reactants are [C:1]1([C:22]2[CH:27]=[CH:26][CH:25]=[CH:24][CH:23]=2)[C:2]([C:7]([C:9]2[NH:10][C:11]3[C:16]([C:17]=2[CH2:18][C:19]([OH:21])=[O:20])=[CH:15][CH:14]=[CH:13][CH:12]=3)=[O:8])=[CH:3][CH:4]=[CH:5][CH:6]=1.C[Si]([N-][Si](C)(C)C)(C)C.[Na+].[CH2:38]1[CH2:42]O[CH2:40][CH2:39]1.BrCC1CC1.Cl. The catalyst is CN(C=O)C. The product is [C:1]1([C:22]2[CH:27]=[CH:26][CH:25]=[CH:24][CH:23]=2)[C:2]([C:7]([C:9]2[N:10]([CH2:40][CH:39]3[CH2:42][CH2:38]3)[C:11]3[C:16]([C:17]=2[CH2:18][C:19]([OH:21])=[O:20])=[CH:15][CH:14]=[CH:13][CH:12]=3)=[O:8])=[CH:3][CH:4]=[CH:5][CH:6]=1. The yield is 0.203. (2) The reactants are [S:1]([N:11]1[CH:15]=[CH:14][C:13]([C:16]([O:18][C:19]([CH3:22])([CH3:21])[CH3:20])=[O:17])=[CH:12]1)([C:4]1[CH:10]=[CH:9][C:7]([CH3:8])=[CH:6][CH:5]=1)(=[O:3])=[O:2].[CH:23](=[N:25]/[S@:26]([C:28]([CH3:31])([CH3:30])[CH3:29])=[O:27])\[CH3:24]. The catalyst is C1COCC1. The product is [CH3:29][C:28]([CH3:31])([S@@:26]([NH:25][C@@H:23]([C:12]1[N:11]([S:1]([C:4]2[CH:5]=[CH:6][C:7]([CH3:8])=[CH:9][CH:10]=2)(=[O:2])=[O:3])[CH:15]=[CH:14][C:13]=1[C:16]([O:18][C:19]([CH3:22])([CH3:21])[CH3:20])=[O:17])[CH3:24])=[O:27])[CH3:30]. The yield is 0.430. (3) The reactants are [C:1]([CH2:11][CH2:12][CH2:13][CH2:14][CH2:15][CH2:16][C:17]([OH:19])=O)(=[O:10])[C:2]1[CH:7]=[CH:6][C:5]([O:8][CH3:9])=[CH:4][CH:3]=1.[NH2:20][OH:21].Cl. The catalyst is C(N(CC)CC)C. The product is [OH:21][NH:20][C:17](=[O:19])[CH2:16][CH2:15][CH2:14][CH2:13][CH2:12][CH2:11][C:1](=[O:10])[C:2]1[CH:7]=[CH:6][C:5]([O:8][CH3:9])=[CH:4][CH:3]=1. The yield is 0.480.